Dataset: Forward reaction prediction with 1.9M reactions from USPTO patents (1976-2016). Task: Predict the product of the given reaction. (1) Given the reactants [Cl:1][C:2]1[CH:7]=[CH:6][C:5]([S:8][CH2:9][CH2:10][C:11]2(Br)[CH2:13][C:12]2(Br)Br)=[CH:4][CH:3]=1.C[Li].O, predict the reaction product. The product is: [Cl:1][C:2]1[CH:3]=[CH:4][C:5]([S:8][CH2:9][CH2:10][C:11]2[CH2:13][CH:12]=2)=[CH:6][CH:7]=1. (2) The product is: [NH2:34][C@@H:30]([CH2:29][C:23]1[CH:28]=[CH:27][CH:26]=[CH:25][CH:24]=1)[C:31]([NH:1][C:2]1[CH:3]=[CH:4][C:5]([CH2:6][N:7]([CH:15]2[CH2:20][CH2:19][CH2:18][CH2:17][CH2:16]2)[C:8]([C:10]2[O:11][CH:12]=[CH:13][CH:14]=2)=[O:9])=[CH:21][CH:22]=1)=[O:32]. Given the reactants [NH2:1][C:2]1[CH:22]=[CH:21][C:5]([CH2:6][N:7]([CH:15]2[CH2:20][CH2:19][CH2:18][CH2:17][CH2:16]2)[C:8]([C:10]2[O:11][CH:12]=[CH:13][CH:14]=2)=[O:9])=[CH:4][CH:3]=1.[C:23]1([CH2:29][C@H:30]([NH:34]C(OCC2C3C=CC=CC=3C3C2=CC=CC=3)=O)[C:31](O)=[O:32])[CH:28]=[CH:27][CH:26]=[CH:25][CH:24]=1, predict the reaction product.